Dataset: CYP3A4 inhibition data for predicting drug metabolism from PubChem BioAssay. Task: Regression/Classification. Given a drug SMILES string, predict its absorption, distribution, metabolism, or excretion properties. Task type varies by dataset: regression for continuous measurements (e.g., permeability, clearance, half-life) or binary classification for categorical outcomes (e.g., BBB penetration, CYP inhibition). Dataset: cyp3a4_veith. (1) The compound is Cc1sc(NC(=O)c2ccco2)c(C(c2ccncc2)N2CCOCC2)c1C. The result is 1 (inhibitor). (2) The drug is CCOc1ccccc1NC(=O)CCC(=O)O. The result is 0 (non-inhibitor). (3) The compound is Cc1ccc(C(=O)C2(C)C3c4cc(Br)ccc4OC(=O)C32C(=O)c2ccco2)cc1. The result is 0 (non-inhibitor). (4) The drug is COc1cc(N=C(N)N=C(N)N)c2ncccc2c1. The result is 0 (non-inhibitor).